Regression. Given a peptide amino acid sequence and an MHC pseudo amino acid sequence, predict their binding affinity value. This is MHC class II binding data. From a dataset of Peptide-MHC class II binding affinity with 134,281 pairs from IEDB. (1) The peptide sequence is ILRQLLTGGVKKGRPSLKLQ. The MHC is DRB1_0401 with pseudo-sequence DRB1_0401. The binding affinity (normalized) is 0.401. (2) The peptide sequence is LIGFGLRTLWSPRER. The MHC is DRB1_0701 with pseudo-sequence DRB1_0701. The binding affinity (normalized) is 0.545. (3) The peptide sequence is GERPEAYTSSDDQIT. The MHC is DRB1_0101 with pseudo-sequence DRB1_0101. The binding affinity (normalized) is 0.136. (4) The peptide sequence is EKAGGAQLGVMQGPMGPMGPR. The MHC is HLA-DQA10301-DQB10302 with pseudo-sequence HLA-DQA10301-DQB10302. The binding affinity (normalized) is 0. (5) The peptide sequence is AAVGATPEAKFDSFV. The MHC is HLA-DPA10103-DPB10301 with pseudo-sequence HLA-DPA10103-DPB10301. The binding affinity (normalized) is 0. (6) The peptide sequence is MAFQEMENFLGPIAV. The MHC is DRB1_0801 with pseudo-sequence DRB1_0801. The binding affinity (normalized) is 0.566. (7) The peptide sequence is FIFFLLLAGRSCSDG. The MHC is DRB1_0401 with pseudo-sequence DRB1_0401. The binding affinity (normalized) is 0.105. (8) The peptide sequence is GELQINDKIDAAFKI. The MHC is DRB3_0101 with pseudo-sequence DRB3_0101. The binding affinity (normalized) is 0.689. (9) The peptide sequence is ESWGAVWRIDTPDKL. The MHC is HLA-DPA10103-DPB10401 with pseudo-sequence HLA-DPA10103-DPB10401. The binding affinity (normalized) is 0. (10) The peptide sequence is VHITDDNEEPI. The MHC is DRB1_0301 with pseudo-sequence DRB1_0301. The binding affinity (normalized) is 0.376.